From a dataset of Reaction yield outcomes from USPTO patents with 853,638 reactions. Predict the reaction yield, written as a fraction of the theoretical maximum amount of product (1.0 means a 100% yield; for example, 0.34 means a 34% yield). (1) The reactants are Cl.[NH2:2][CH2:3][C:4]1[CH:9]=[CH:8][C:7]([NH:10][S:11]([CH3:14])(=[O:13])=[O:12])=[C:6]([F:15])[CH:5]=1.[OH:16][CH2:17][C:18]1[C:23]([O:24][CH2:25][C:26](O)=[O:27])=[CH:22][CH:21]=[C:20]([CH3:29])[N:19]=1. No catalyst specified. The product is [F:15][C:6]1[CH:5]=[C:4]([CH:9]=[CH:8][C:7]=1[NH:10][S:11]([CH3:14])(=[O:13])=[O:12])[CH2:3][NH:2][C:26](=[O:27])[CH2:25][O:24][C:23]1[C:18]([CH2:17][OH:16])=[N:19][C:20]([CH3:29])=[CH:21][CH:22]=1. The yield is 0.880. (2) The reactants are C(OC([NH:8][C@H:9]([C:20]([NH:22][C@@H:23]([C:25]([NH:27][CH2:28][C@H:29]([NH2:37])[CH2:30][C:31]1[CH:36]=[CH:35][CH:34]=[CH:33][CH:32]=1)=[O:26])[CH3:24])=[O:21])[CH2:10][C:11]1[C:16]([CH3:17])=[CH:15][C:14]([OH:18])=[CH:13][C:12]=1[CH3:19])=O)(C)(C)C.Cl. The catalyst is O1CCOCC1. The product is [CH3:19][C:12]1[CH:13]=[C:14]([OH:18])[CH:15]=[C:16]([CH3:17])[C:11]=1[CH2:10][C@@H:9]([C:20]([NH:22][C@@H:23]([C:25]([NH:27][CH2:28][C@H:29]([NH2:37])[CH2:30][C:31]1[CH:36]=[CH:35][CH:34]=[CH:33][CH:32]=1)=[O:26])[CH3:24])=[O:21])[NH2:8]. The yield is 0.560. (3) The reactants are [O:1]1[C:5]([C:6]2[CH:30]=[CH:29][C:9]([CH2:10][N:11]3[C:27](=[O:28])[N:14]4[N:15]=[CH:16][C:17]([C:20]5[CH:25]=[CH:24][C:23]([Cl:26])=[CH:22][CH:21]=5)=[C:18](Cl)[C:13]4=[N:12]3)=[CH:8][CH:7]=2)=[CH:4][CH:3]=[N:2]1.[C:31]1(B(O)O)[CH:36]=[CH:35][CH:34]=[CH:33][CH:32]=1.C([O-])([O-])=O.[Na+].[Na+]. The catalyst is C1(C)C=CC=CC=1.O.C1C=CC([P]([Pd]([P](C2C=CC=CC=2)(C2C=CC=CC=2)C2C=CC=CC=2)([P](C2C=CC=CC=2)(C2C=CC=CC=2)C2C=CC=CC=2)[P](C2C=CC=CC=2)(C2C=CC=CC=2)C2C=CC=CC=2)(C2C=CC=CC=2)C2C=CC=CC=2)=CC=1. The product is [O:1]1[C:5]([C:6]2[CH:30]=[CH:29][C:9]([CH2:10][N:11]3[C:27](=[O:28])[N:14]4[N:15]=[CH:16][C:17]([C:20]5[CH:21]=[CH:22][C:23]([Cl:26])=[CH:24][CH:25]=5)=[C:18]([C:31]5[CH:36]=[CH:35][CH:34]=[CH:33][CH:32]=5)[C:13]4=[N:12]3)=[CH:8][CH:7]=2)=[CH:4][CH:3]=[N:2]1. The yield is 0.140. (4) The reactants are [F-:1].[K+].[Cl:3][C:4]1[CH:5]=[C:6]2[C:10](=[C:11](I)[CH:12]=1)[C:9](=[O:14])[N:8]([CH2:15][C:16]1[CH:21]=[CH:20][C:19]([O:22][CH3:23])=[CH:18][CH:17]=1)[CH2:7]2.COC(=O)[C:27](Cl)([F:29])[F:28]. The catalyst is CN(C=O)C.[Cu]I. The product is [Cl:3][C:4]1[CH:5]=[C:6]2[C:10](=[C:11]([C:27]([F:29])([F:1])[F:28])[CH:12]=1)[C:9](=[O:14])[N:8]([CH2:15][C:16]1[CH:21]=[CH:20][C:19]([O:22][CH3:23])=[CH:18][CH:17]=1)[CH2:7]2. The yield is 0.500. (5) The reactants are [Br:1][C:2]1[CH:10]=[C:9]2[C:5]([CH2:6][C:7]3([CH2:16][CH2:15][CH:14]([O:17][CH3:18])[CH2:13][CH2:12]3)[C:8]2=O)=[CH:4][C:3]=1[CH3:19].[CH3:20][C:21]([S:24]([NH2:26])=[O:25])([CH3:23])[CH3:22].O. The catalyst is CCOC(C)=O.[O-]CC.[Ti+4].[O-]CC.[O-]CC.[O-]CC. The product is [Br:1][C:2]1[CH:10]=[C:9]2[C:5](=[CH:4][C:3]=1[CH3:19])[CH2:6][C:7]1([CH2:16][CH2:15][CH:14]([O:17][CH3:18])[CH2:13][CH2:12]1)[C:8]2=[N:26][S:24]([C:21]([CH3:23])([CH3:22])[CH3:20])=[O:25]. The yield is 0.450. (6) The reactants are [F:1][C:2]1[C:10]2[NH:9][C:8](=O)[NH:7][C:6]=2[CH:5]=[CH:4][CH:3]=1.P(Cl)(Cl)([Cl:14])=O. No catalyst specified. The yield is 0.940. The product is [Cl:14][C:8]1[NH:9][C:10]2[C:2]([F:1])=[CH:3][CH:4]=[CH:5][C:6]=2[N:7]=1. (7) The catalyst is CN(C=O)C.O.C1C=CC([P]([Pd]([P](C2C=CC=CC=2)(C2C=CC=CC=2)C2C=CC=CC=2)([P](C2C=CC=CC=2)(C2C=CC=CC=2)C2C=CC=CC=2)[P](C2C=CC=CC=2)(C2C=CC=CC=2)C2C=CC=CC=2)(C2C=CC=CC=2)C2C=CC=CC=2)=CC=1. The reactants are [NH2:1][C:2]1[C:10]2[C:5](=[N:6][C:7]([N:15]3[CH2:20][CH2:19][CH:18]([NH:21][CH2:22][CH:23]([C:25]4[CH:30]=[CH:29][C:28](Br)=[CH:27][N:26]=4)[OH:24])[CH2:17][CH2:16]3)=[CH:8][C:9]=2[C:11]([F:14])([F:13])[F:12])[S:4][C:3]=1[C:32]([NH2:34])=[O:33].[CH3:35][S:36]([C:39]1[CH:40]=[C:41](B(O)O)[CH:42]=[CH:43][CH:44]=1)(=[O:38])=[O:37].C(=O)([O-])[O-].[K+].[K+]. The yield is 0.423. The product is [NH2:1][C:2]1[C:10]2[C:5](=[N:6][C:7]([N:15]3[CH2:20][CH2:19][CH:18]([NH:21][CH2:22][CH:23]([OH:24])[C:25]4[CH:30]=[CH:29][C:28]([C:43]5[CH:42]=[CH:41][CH:40]=[C:39]([S:36]([CH3:35])(=[O:38])=[O:37])[CH:44]=5)=[CH:27][N:26]=4)[CH2:17][CH2:16]3)=[CH:8][C:9]=2[C:11]([F:14])([F:13])[F:12])[S:4][C:3]=1[C:32]([NH2:34])=[O:33]. (8) The reactants are [Br:1][C:2]1[CH:11]=[C:10]2[C:5]([C:6](Cl)=[N:7][C:8]([Cl:12])=[N:9]2)=[CH:4][C:3]=1[F:14].[NH:15]1[CH2:20][CH2:19][O:18][CH2:17][CH2:16]1. The catalyst is C(Cl)Cl. The product is [Br:1][C:2]1[CH:11]=[C:10]2[C:5]([C:6]([N:15]3[CH2:20][CH2:19][O:18][CH2:17][CH2:16]3)=[N:7][C:8]([Cl:12])=[N:9]2)=[CH:4][C:3]=1[F:14]. The yield is 0.570. (9) The reactants are [NH2:1][C:2]1[C:3]([C:16]([O-:18])=[O:17])=[N:4][C:5]([C:9]2[CH:14]=[CH:13][CH:12]=[CH:11][C:10]=2[F:15])=[C:6]([F:8])[CH:7]=1.[Li+].[OH-]. No catalyst specified. The product is [NH2:1][C:2]1[C:3]([C:16]([OH:18])=[O:17])=[N:4][C:5]([C:9]2[CH:14]=[CH:13][CH:12]=[CH:11][C:10]=2[F:15])=[C:6]([F:8])[CH:7]=1. The yield is 0.900.